The task is: Predict the reactants needed to synthesize the given product.. This data is from Full USPTO retrosynthesis dataset with 1.9M reactions from patents (1976-2016). (1) Given the product [CH2:1]([NH:8][C:9]([C:11]1[CH:16]=[CH:15][C:14]([N:17]2[C:21]([CH2:22][CH2:23][CH3:24])=[C:20]([C:25]([NH:34][CH:32]3[CH2:33][CH2:31]3)=[O:27])[N:19]=[N:18]2)=[CH:13][CH:12]=1)=[O:10])[C:2]1[CH:7]=[CH:6][CH:5]=[CH:4][CH:3]=1, predict the reactants needed to synthesize it. The reactants are: [CH2:1]([NH:8][C:9]([C:11]1[CH:16]=[CH:15][C:14]([N:17]2[C:21]([CH2:22][CH2:23][CH3:24])=[C:20]([C:25]([OH:27])=O)[N:19]=[N:18]2)=[CH:13][CH:12]=1)=[O:10])[C:2]1[CH:7]=[CH:6][CH:5]=[CH:4][CH:3]=1.C1C=C[C:31]2N(O)N=[N:34][C:32]=2[CH:33]=1.C1(N)CC1.CCN=C=NCCCN(C)C. (2) The reactants are: Cl.[CH3:2][N:3]1[CH2:27][CH2:26][C@:5]2([N:9]=[C:8]([C:10]3[N:15]=[C:14]([C:16]4[CH:21]=[CH:20][C:19]([C:22]([F:25])([F:24])[F:23])=[CH:18][CH:17]=4)[CH:13]=[CH:12][N:11]=3)[CH2:7][CH2:6]2)[C:4]1=[O:28].C(O[BH-](OC(=O)C)OC(=O)C)(=O)C.[Na+]. Given the product [CH3:2][N:3]1[CH2:27][CH2:26][C@:5]2([NH:9][C@@H:8]([C:10]3[N:15]=[C:14]([C:16]4[CH:17]=[CH:18][C:19]([C:22]([F:25])([F:24])[F:23])=[CH:20][CH:21]=4)[CH:13]=[CH:12][N:11]=3)[CH2:7][CH2:6]2)[C:4]1=[O:28], predict the reactants needed to synthesize it. (3) The reactants are: [Si]([O:8][C@@H:9]([CH3:36])[C@@H:10]([NH:26][C:27]1[CH:34]=[CH:33][C:30]([C:31]#[N:32])=[C:29]([Cl:35])[CH:28]=1)[C:11]1[O:12][C:13]([C:16]2[CH:21]=[CH:20][C:19]([S:22]([CH3:25])(=[O:24])=[O:23])=[CH:18][CH:17]=2)=[N:14][N:15]=1)(C(C)(C)C)(C)C.CCCC[N+](CCCC)(CCCC)CCCC.[F-]. Given the product [Cl:35][C:29]1[CH:28]=[C:27]([NH:26][C@@H:10]([C:11]2[O:12][C:13]([C:16]3[CH:21]=[CH:20][C:19]([S:22]([CH3:25])(=[O:24])=[O:23])=[CH:18][CH:17]=3)=[N:14][N:15]=2)[C@@H:9]([OH:8])[CH3:36])[CH:34]=[CH:33][C:30]=1[C:31]#[N:32], predict the reactants needed to synthesize it. (4) Given the product [CH3:13][NH:16][C:10]([C:7]1[CH:8]=[C:9]2[C:4]([CH:3]=[N:2][NH:1]2)=[CH:5][CH:6]=1)=[O:12], predict the reactants needed to synthesize it. The reactants are: [NH:1]1[C:9]2[C:4](=[CH:5][CH:6]=[C:7]([C:10]([OH:12])=O)[CH:8]=2)[CH:3]=[N:2]1.[CH:13]([N:16](CC)C(C)C)(C)C.F[P-](F)(F)(F)(F)F.N1(O[P+](N2CCCC2)(N2CCCC2)N2CCCC2)C2C=CC=CC=2N=N1.CN. (5) Given the product [CH3:6][C:5]1([CH3:7])[NH:8][CH:16]([CH2:17][CH2:18][C:19]([O:21][CH3:22])=[O:20])[CH2:1][C:2](=[O:3])[CH2:4]1, predict the reactants needed to synthesize it. The reactants are: [CH3:1][C:2]([CH2:4][C:5]([NH2:8])([CH3:7])[CH3:6])=[O:3].C(O)(C(O)=O)=O.O=[CH:16][CH2:17][CH2:18][C:19]([O:21][CH3:22])=[O:20]. (6) Given the product [ClH:24].[ClH:24].[CH3:1][O:2][CH2:3][C@H:4]1[CH2:5][NH:6][CH2:7][CH2:8][N:9]1[CH3:10], predict the reactants needed to synthesize it. The reactants are: [CH3:1][O:2][CH2:3][C@@H:4]1[N:9]([CH3:10])[CH2:8][CH2:7][N:6](C(OC(C)(C)C)=O)[CH2:5]1.C(OC(=O)C)C.[ClH:24].